From a dataset of Full USPTO retrosynthesis dataset with 1.9M reactions from patents (1976-2016). Predict the reactants needed to synthesize the given product. (1) Given the product [CH:20]1([NH:19][C:17]([C:14]2[CH:13]=[C:12]([NH:11][C:4]3[C:5]4[O:10][CH:9]=[CH:8][C:6]=4[N:7]=[C:2]([N:25]([CH3:29])[CH3:26])[N:3]=3)[NH:16][N:15]=2)=[O:18])[CH2:23][CH2:22][CH2:21]1, predict the reactants needed to synthesize it. The reactants are: Cl[C:2]1[N:3]=[C:4]([NH:11][C:12]2[NH:16][N:15]=[C:14]([C:17]([NH:19][CH:20]3[CH2:23][CH2:22][CH2:21]3)=[O:18])[CH:13]=2)[C:5]2[O:10][CH:9]=[CH:8][C:6]=2[N:7]=1.Cl.[NH:25]1[CH2:29]CC[CH:26]1C1C=CC=CN=1.CCN(C(C)C)C(C)C. (2) Given the product [C:1]1([NH:7][C:15]2[C:32]3[C:23](=[CH:24][C:25]4[CH:26]=[CH:27][CH:28]=[CH:29][C:30]=4[CH:31]=3)[CH:22]=[C:21]3[C:16]=2[C:17]2[CH:48]=[CH:47][C:46]4[C:33](=[CH:34][C:35]5[C:44]([CH:45]=4)=[CH:43][C:42]4[C:37](=[CH:38][C:39]([NH:7][C:1]6[CH:6]=[CH:5][CH:4]=[CH:3][CH:2]=6)=[CH:40][CH:41]=4)[CH:36]=5)[C:18]=2[CH:19]=[CH:20]3)[CH:6]=[CH:5][CH:4]=[CH:3][CH:2]=1, predict the reactants needed to synthesize it. The reactants are: [C:1]1([NH2:7])[CH:6]=[CH:5][CH:4]=[CH:3][CH:2]=1.C(=O)([O-])[O-].[K+].[K+].Br[C:15]1[C:32]2[C:23](=[CH:24][C:25]3[CH:26]=[CH:27][CH:28]=[CH:29][C:30]=3[CH:31]=2)[CH:22]=[C:21]2[C:16]=1[C:17]1[CH:48]=[CH:47][C:46]3[C:33](=[CH:34][C:35]4[C:44]([CH:45]=3)=[CH:43][C:42]3[C:37](=[CH:38][C:39](Br)=[CH:40][CH:41]=3)[CH:36]=4)[C:18]=1[CH:19]=[CH:20]2. (3) Given the product [CH:8]([C:10]1[C:15]([C:16]2[O:7][N:6]=[C:3]([CH3:4])[N:5]=2)=[CH:14][CH:13]=[C:12]([CH3:20])[N:11]=1)=[CH2:9], predict the reactants needed to synthesize it. The reactants are: [H-].[Na+].[C:3](=[N:6][OH:7])([NH2:5])[CH3:4].[CH:8]([C:10]1[C:15]([C:16](OC)=O)=[CH:14][CH:13]=[C:12]([CH3:20])[N:11]=1)=[CH2:9].C([O-])(O)=O.[Na+]. (4) Given the product [F:8][C:5]1[CH:6]=[CH:7][C:2]([C:25]([CH3:29])=[CH2:24])=[C:3]([N+:9]([O-:11])=[O:10])[CH:4]=1, predict the reactants needed to synthesize it. The reactants are: Cl[C:2]1[CH:7]=[CH:6][C:5]([F:8])=[CH:4][C:3]=1[N+:9]([O-:11])=[O:10].C(=O)([O-])[O-].[Na+].[Na+].O1CCOCC1.[CH3:24][C:25]1(C)[C:29](C)(C)OB(C(C)=C)O1. (5) Given the product [C:1]([O:5][C:6]([O:8][N:9]([CH2:17][CH2:18][CH:19]([OH:22])[CH2:20][O:21][Si:27]([C:24]([CH3:26])([CH3:25])[CH3:23])([CH3:29])[CH3:28])[C:10](=[O:16])[O:11][C:12]([CH3:13])([CH3:14])[CH3:15])=[O:7])([CH3:4])([CH3:2])[CH3:3], predict the reactants needed to synthesize it. The reactants are: [C:1]([O:5][C:6]([O:8][N:9]([CH2:17][CH2:18][CH:19]([OH:22])[CH2:20][OH:21])[C:10](=[O:16])[O:11][C:12]([CH3:15])([CH3:14])[CH3:13])=[O:7])([CH3:4])([CH3:3])[CH3:2].[CH3:23][C:24]([Si:27](Cl)([CH3:29])[CH3:28])([CH3:26])[CH3:25].C(N(CC)CC)C. (6) Given the product [Cl:4][C:5]1[CH:6]=[CH:7][C:8]([N:11]2[C:15]([NH2:16])=[C:14]3[C:13]([CH:20]=[C:19]([F:21])[C:18]([F:22])=[CH:17]3)=[N:12]2)=[CH:9][CH:10]=1, predict the reactants needed to synthesize it. The reactants are: [Sn](Cl)Cl.[Cl:4][C:5]1[CH:10]=[CH:9][C:8]([N:11]=[N:12][C:13]2[CH:20]=[C:19]([F:21])[C:18]([F:22])=[CH:17][C:14]=2[C:15]#[N:16])=[CH:7][CH:6]=1. (7) Given the product [CH:1]1([NH:7][C:13](=[O:14])[CH2:12][CH2:11][CH2:10][CH2:9][Cl:8])[CH2:6][CH2:5][CH2:4][CH2:3][CH2:2]1, predict the reactants needed to synthesize it. The reactants are: [CH:1]1([NH2:7])[CH2:6][CH2:5][CH2:4][CH2:3][CH2:2]1.[Cl:8][CH2:9][CH2:10][CH2:11][CH2:12][C:13](Cl)=[O:14].